This data is from NCI-60 drug combinations with 297,098 pairs across 59 cell lines. The task is: Regression. Given two drug SMILES strings and cell line genomic features, predict the synergy score measuring deviation from expected non-interaction effect. Drug 1: CNC(=O)C1=CC=CC=C1SC2=CC3=C(C=C2)C(=NN3)C=CC4=CC=CC=N4. Drug 2: CN1C2=C(C=C(C=C2)N(CCCl)CCCl)N=C1CCCC(=O)O.Cl. Cell line: OVCAR3. Synergy scores: CSS=4.70, Synergy_ZIP=-0.772, Synergy_Bliss=2.16, Synergy_Loewe=-1.55, Synergy_HSA=-1.96.